From a dataset of Catalyst prediction with 721,799 reactions and 888 catalyst types from USPTO. Predict which catalyst facilitates the given reaction. (1) The catalyst class is: 20. Reactant: [OH:1][CH:2]1[CH2:7][CH2:6][N:5]([CH3:8])[CH2:4][CH2:3]1.[H-].[Na+].Br[C:12]1[CH:17]=[CH:16][C:15]([Br:18])=[CH:14][N:13]=1.C(OCC)(=O)C. Product: [Br:18][C:15]1[CH:16]=[CH:17][C:12]([O:1][CH:2]2[CH2:7][CH2:6][N:5]([CH3:8])[CH2:4][CH2:3]2)=[N:13][CH:14]=1. (2) Reactant: [NH2:1][C:2]1[CH:7]=[CH:6][C:5]([C@H:8]2[N:16]3[C@@H:11]([CH2:12][CH2:13][CH2:14][CH2:15]3)[CH2:10][CH2:9]2)=[CH:4][CH:3]=1.C(N(CC)CC)C.[CH3:24][S:25](Cl)(=[O:27])=[O:26].C(=O)(O)[O-].[Na+]. Product: [CH3:24][S:25]([NH:1][C:2]1[CH:7]=[CH:6][C:5]([C@H:8]2[N:16]3[C@@H:11]([CH2:12][CH2:13][CH2:14][CH2:15]3)[CH2:10][CH2:9]2)=[CH:4][CH:3]=1)(=[O:27])=[O:26]. The catalyst class is: 4. (3) The catalyst class is: 18. Product: [C:39]12([NH:44][C:32]([C:31]3[CH:35]=[C:27]([C:18]4[C:19]([O:21][CH2:22][C:23]([F:25])([F:26])[F:24])=[CH:20][C:10]5[O:9][C:8]([C:5]6[CH:6]=[CH:7][C:2]([F:1])=[CH:3][CH:4]=6)=[C:12]([C:13]([NH:14][CH3:15])=[O:16])[C:11]=5[CH:17]=4)[CH:28]=[CH:29][C:30]=3[O:36][CH3:37])=[O:34])[CH2:43][CH:41]([CH2:42]1)[CH2:40]2. Reactant: [F:1][C:2]1[CH:7]=[CH:6][C:5]([C:8]2[O:9][C:10]3[CH:20]=[C:19]([O:21][CH2:22][C:23]([F:26])([F:25])[F:24])[C:18]([C:27]4[CH:28]=[CH:29][C:30]([O:36][CH3:37])=[C:31]([CH:35]=4)[C:32]([OH:34])=O)=[CH:17][C:11]=3[C:12]=2[C:13](=[O:16])[NH:14][CH3:15])=[CH:4][CH:3]=1.Cl.[C:39]12([NH2:44])[CH2:43][CH:41]([CH2:42]1)[CH2:40]2.CCN(C(C)C)C(C)C.CN(C(ON1N=NC2C=CC=NC1=2)=[N+](C)C)C.F[P-](F)(F)(F)(F)F. (4) Reactant: C(OC([N:8]1[CH2:13][CH2:12][N:11]([C:14]2[N:19]=[C:18]([C:20]3[CH:25]=[CH:24][N:23]=[C:22]([NH:26][CH:27]4[CH2:32][CH2:31][CH2:30][CH2:29][CH2:28]4)[CH:21]=3)[CH:17]=[C:16]([CH2:33][C:34]#[N:35])[CH:15]=2)[CH2:10][CH2:9]1)=O)(C)(C)C.C(O)(C(F)(F)F)=O. Product: [CH:27]1([NH:26][C:22]2[CH:21]=[C:20]([C:18]3[CH:17]=[C:16]([CH2:33][C:34]#[N:35])[CH:15]=[C:14]([N:11]4[CH2:12][CH2:13][NH:8][CH2:9][CH2:10]4)[N:19]=3)[CH:25]=[CH:24][N:23]=2)[CH2:28][CH2:29][CH2:30][CH2:31][CH2:32]1. The catalyst class is: 2. (5) Reactant: [Cl:1][C:2]1[C:11]2[C:6](=[CH:7][C:8]([F:13])=[CH:9][C:10]=2[F:12])[N:5]=[C:4]([C:14]2[CH:19]=[C:18]([CH3:20])[CH:17]=[CH:16][C:15]=2SC)[C:3]=1[CH3:23].O[O:25][S:26]([O-:28])=O.[K+].[CH2:30]1COCC1. Product: [Cl:1][C:2]1[C:11]2[C:6](=[CH:7][C:8]([F:13])=[CH:9][C:10]=2[F:12])[N:5]=[C:4]([C:14]2[CH:19]=[C:18]([CH3:20])[CH:17]=[CH:16][C:15]=2[S:26]([CH3:30])(=[O:28])=[O:25])[C:3]=1[CH3:23]. The catalyst class is: 6. (6) Product: [I:1][C:2]1[CH:7]=[CH:6][N:5]2[N:8]=[CH:9][C:10]([C:11]([OH:13])=[O:12])=[C:4]2[CH:3]=1. The catalyst class is: 6. Reactant: [I:1][C:2]1[CH:7]=[CH:6][N:5]2[N:8]=[CH:9][C:10]([C:11]([O:13]CC)=[O:12])=[C:4]2[CH:3]=1.[OH-].[K+].CCO.C(O)(=O)C.